Predict the product of the given reaction. From a dataset of Forward reaction prediction with 1.9M reactions from USPTO patents (1976-2016). (1) Given the reactants [F:1][C:2]1[C:41]([NH:42][S:43]([CH2:46][CH2:47][CH3:48])(=[O:45])=[O:44])=[CH:40][CH:39]=[C:38]([F:49])[C:3]=1[C:4]([NH:6][C:7]1[CH:8]=[C:9]2[CH:15]=[C:14]([C:16]3[CH2:21][CH2:20][N:19](C(OC(C)(C)C)=O)[CH2:18][CH:17]=3)[N:13]([S:29]([C:32]3[CH:37]=[CH:36][CH:35]=[CH:34][CH:33]=3)(=[O:31])=[O:30])[C:10]2=[N:11][CH:12]=1)=[O:5].FC(F)(F)C(O)=O, predict the reaction product. The product is: [F:1][C:2]1[C:41]([NH:42][S:43]([CH2:46][CH2:47][CH3:48])(=[O:45])=[O:44])=[CH:40][CH:39]=[C:38]([F:49])[C:3]=1[C:4]([NH:6][C:7]1[CH:8]=[C:9]2[CH:15]=[C:14]([C:16]3[CH2:21][CH2:20][NH:19][CH2:18][CH:17]=3)[N:13]([S:29]([C:32]3[CH:37]=[CH:36][CH:35]=[CH:34][CH:33]=3)(=[O:30])=[O:31])[C:10]2=[N:11][CH:12]=1)=[O:5]. (2) The product is: [Br:16][C:13]1[CH:14]=[CH:15][C:10]([NH:9][C:6]2[CH:5]=[CH:4][C:3]([CH2:2][NH:1][C:33]([C:30]3([NH:29][C:27]([C:25]4[CH:24]=[N:23][CH:22]=[N:21][CH:26]=4)=[O:28])[CH2:32][CH2:31]3)=[O:34])=[N:8][CH:7]=2)=[C:11]([C:17]([F:20])([F:19])[F:18])[CH:12]=1. Given the reactants [NH2:1][CH2:2][C:3]1[N:8]=[CH:7][C:6]([NH:9][C:10]2[CH:15]=[CH:14][C:13]([Br:16])=[CH:12][C:11]=2[C:17]([F:20])([F:19])[F:18])=[CH:5][CH:4]=1.[N:21]1[CH:26]=[C:25]([C:27]([NH:29][C:30]2([C:33](O)=[O:34])[CH2:32][CH2:31]2)=[O:28])[CH:24]=[N:23][CH:22]=1, predict the reaction product. (3) Given the reactants [CH3:1][C:2]1[CH:7]=[CH:6][C:5]([CH3:8])=[CH:4][C:3]=1[N:9]1[C:13]([SH:14])=[N:12][N:11]=[N:10]1.N1C=CC=CC=1.Br[CH:22]([CH3:28])[C:23]([O:25][CH2:26][CH3:27])=[O:24], predict the reaction product. The product is: [CH2:26]([O:25][C:23](=[O:24])[CH:22]([S:14][C:13]1[N:9]([C:3]2[CH:4]=[C:5]([CH3:8])[CH:6]=[CH:7][C:2]=2[CH3:1])[N:10]=[N:11][N:12]=1)[CH3:28])[CH3:27]. (4) Given the reactants [CH3:1][N:2]1[C@@H:12]2[CH2:13][C:14]3[CH:19]=[CH:18][C:17]([OH:20])=[C:16]4[O:21][C@H:6]5[C:7]([CH:9]=[CH:10][C@:11]2([OH:22])[C@:5]5([C:15]=34)[CH2:4][CH2:3]1)=[O:8].CN1[CH2:28][CH2:27][CH2:26]C1=O.BrCC1CC1, predict the reaction product. The product is: [CH:19]1[C:14]2[CH2:13][C@H:12]3[N:2]([CH2:1][CH:26]4[CH2:27][CH2:28]4)[CH2:3][CH2:4][C@:5]45[C@H:6]([C:7]([CH2:9][CH2:10][C@@:11]34[OH:22])=[O:8])[O:21][C:16]([C:15]=25)=[C:17]([OH:20])[CH:18]=1. (5) The product is: [Br:32][C:33]1[CH:34]=[C:35]([CH:39]2[CH2:40][C:41]([C:2]3[CH:25]=[CH:24][C:5]([O:6][CH2:7][C:8]4[C:9]([C:16]5[C:21]([Cl:22])=[CH:20][CH:19]=[CH:18][C:17]=5[Cl:23])=[N:10][O:11][C:12]=4[CH:13]4[CH2:14][CH2:15]4)=[CH:4][C:3]=3[Cl:26])([OH:43])[CH2:42]2)[CH:36]=[CH:37][CH:38]=1. Given the reactants Br[C:2]1[CH:25]=[CH:24][C:5]([O:6][CH2:7][C:8]2[C:9]([C:16]3[C:21]([Cl:22])=[CH:20][CH:19]=[CH:18][C:17]=3[Cl:23])=[N:10][O:11][C:12]=2[CH:13]2[CH2:15][CH2:14]2)=[CH:4][C:3]=1[Cl:26].[Li]CCCC.[Br:32][C:33]1[CH:34]=[C:35]([CH:39]2[CH2:42][C:41](=[O:43])[CH2:40]2)[CH:36]=[CH:37][CH:38]=1, predict the reaction product. (6) Given the reactants Cl[C:2]1[C:3]([N:8]2[CH2:13][CH2:12][O:11][CH2:10][CH2:9]2)=[N:4][CH:5]=[CH:6][N:7]=1.[OH-].[Na+].O, predict the reaction product. The product is: [O:11]1[CH2:12][CH2:13][N:8]([C:3]2[CH:2]=[N:7][CH:6]=[CH:5][N:4]=2)[CH2:9][CH2:10]1. (7) Given the reactants [O:1]1[CH:5]=[CH:4][CH:3]=[C:2]1B(O)O.C(=O)(O)[O-].[Na+].[C:14]([O:17][C:18]1[CH:42]=[CH:41][C:40](Br)=[CH:39][C:19]=1[C:20]([NH:22][C:23]1[CH:32]=[C:31]([C:33]2[CH:38]=[CH:37][CH:36]=[CH:35][CH:34]=2)[CH:30]=[CH:29][C:24]=1[C:25]([O:27][CH3:28])=[O:26])=[O:21])(=[O:16])[CH3:15], predict the reaction product. The product is: [C:14]([O:17][C:18]1[CH:42]=[CH:41][C:40]([C:2]2[O:1][CH:5]=[CH:4][CH:3]=2)=[CH:39][C:19]=1[C:20]([NH:22][C:23]1[CH:32]=[C:31]([C:33]2[CH:38]=[CH:37][CH:36]=[CH:35][CH:34]=2)[CH:30]=[CH:29][C:24]=1[C:25]([O:27][CH3:28])=[O:26])=[O:21])(=[O:16])[CH3:15]. (8) Given the reactants O1CCN([C:7]2[CH:13]=[CH:12][C:10]([NH2:11])=[CH:9][CH:8]=2)CC1.FC(F)(F)C1C=CC(OC)=C(C=1)N.[F:27][C:28]([F:41])([F:40])[C:29]1[CH:30]=[CH:31][C:32]([O:38][CH3:39])=[C:33]([N:35]=[C:36]=[O:37])[CH:34]=1.[C:42]([C:45]1[CH:46]=[C:47]([CH:56]=[CH:57][CH:58]=1)[O:48][C:49]1[CH:55]=[CH:54][C:52]([NH2:53])=[CH:51][CH:50]=1)([OH:44])=[O:43], predict the reaction product. The product is: [C:42]([C:45]1[CH:46]=[C:47]([CH:56]=[CH:57][CH:58]=1)[O:48][C:49]1[CH:55]=[CH:54][C:52]([NH2:53])=[CH:51][CH:50]=1)([OH:44])=[O:43].[F:27][C:28]([F:40])([F:41])[C:29]1[CH:30]=[CH:31][C:32]([O:38][CH3:39])=[C:33]([NH:35][C:36]([NH:11][C:10]2[CH:9]=[CH:8][CH:7]=[C:13]([C:42]([OH:44])=[O:43])[CH:12]=2)=[O:37])[CH:34]=1.